Dataset: Peptide-MHC class II binding affinity with 134,281 pairs from IEDB. Task: Regression. Given a peptide amino acid sequence and an MHC pseudo amino acid sequence, predict their binding affinity value. This is MHC class II binding data. (1) The peptide sequence is ANWIEIMRIKKLTIT. The MHC is DRB3_0202 with pseudo-sequence DRB3_0202. The binding affinity (normalized) is 0.329. (2) The peptide sequence is YASVEAANASPLQVA. The MHC is HLA-DQA10301-DQB10302 with pseudo-sequence HLA-DQA10301-DQB10302. The binding affinity (normalized) is 0.385. (3) The peptide sequence is QPESQRYIHCYRRPN. The MHC is DRB1_0101 with pseudo-sequence DRB1_0101. The binding affinity (normalized) is 0.248. (4) The peptide sequence is MATRFMTDPHAMRDM. The MHC is HLA-DQA10501-DQB10301 with pseudo-sequence HLA-DQA10501-DQB10301. The binding affinity (normalized) is 0.118. (5) The peptide sequence is AAPLSWSKDIYNYME. The MHC is DRB1_0401 with pseudo-sequence DRB1_0401. The binding affinity (normalized) is 0.278. (6) The peptide sequence is KAIKESTGGAYDTYK. The MHC is DRB1_0401 with pseudo-sequence DRB1_0401. The binding affinity (normalized) is 0.183. (7) The peptide sequence is ETDKGPLDKEAIEER. The MHC is DRB3_0301 with pseudo-sequence DRB3_0301. The binding affinity (normalized) is 0.